Dataset: Full USPTO retrosynthesis dataset with 1.9M reactions from patents (1976-2016). Task: Predict the reactants needed to synthesize the given product. (1) Given the product [CH2:48]([C:8]1[C:17](=[O:18])[C:16]2[C:11](=[CH:12][C:13]([Cl:19])=[CH:14][CH:15]=2)[O:10][C:9]=1[CH:20]([N:24]1[CH2:25][CH2:26][N:27]=[C:28]1[C:29]1[CH:34]=[CH:33][C:32]([CH3:35])=[CH:31][CH:30]=1)[CH:21]([CH3:23])[CH3:22])[C:42]1[CH:47]=[CH:46][CH:45]=[CH:44][CH:43]=1, predict the reactants needed to synthesize it. The reactants are: C([C:8]1[C:17](=[O:18])[C:16]2[C:11](=[CH:12][C:13]([Cl:19])=[CH:14][CH:15]=2)[O:10][C:9]=1[CH:20]([NH:24][CH2:25][CH2:26][NH:27][C:28](=O)[C:29]1[CH:34]=[CH:33][C:32]([CH3:35])=[CH:31][CH:30]=1)[CH:21]([CH3:23])[CH3:22])C1C=CC=CC=1.P(Cl)(Cl)(Cl)=O.[C:42]1([CH3:48])[CH:47]=[CH:46][CH:45]=[CH:44][CH:43]=1. (2) Given the product [C:1]([N:4]1[C:13]2[C:8](=[CH:9][C:10]([N:14]3[CH2:15][CH2:16][NH:17][CH2:18][CH2:19]3)=[CH:11][CH:12]=2)[C@H:7]([NH:27][C:28]2[CH:29]=[CH:30][C:31]([C:34]#[N:35])=[CH:32][CH:33]=2)[C@@H:6]([CH3:36])[C@@H:5]1[CH3:37])(=[O:3])[CH3:2], predict the reactants needed to synthesize it. The reactants are: [C:1]([N:4]1[C:13]2[C:8](=[CH:9][C:10]([N:14]3[CH2:19][CH2:18][N:17](C(OC(C)(C)C)=O)[CH2:16][CH2:15]3)=[CH:11][CH:12]=2)[C@H:7]([NH:27][C:28]2[CH:33]=[CH:32][C:31]([C:34]#[N:35])=[CH:30][CH:29]=2)[C@@H:6]([CH3:36])[C@@H:5]1[CH3:37])(=[O:3])[CH3:2].C(O)(C(F)(F)F)=O. (3) Given the product [F:1][C:2]([F:12])([F:13])[CH2:3][O:4][C:5]1[CH:11]=[CH:10][C:8]([NH:9][C:19](=[NH:16])[CH2:20][CH2:21][CH3:22])=[CH:7][CH:6]=1, predict the reactants needed to synthesize it. The reactants are: [F:1][C:2]([F:13])([F:12])[CH2:3][O:4][C:5]1[CH:11]=[CH:10][C:8]([NH2:9])=[CH:7][CH:6]=1.C([N:16]([CH2:19][CH3:20])CC)C.[CH2:21]1COC[CH2:22]1.C(OCC)(=O)C. (4) Given the product [OH:33][CH:21]([C@@H:20]([NH:19][C:15](=[O:16])[O:14][CH2:13][C:9]1([CH2:8][S:7][C:3]2[N:2]([CH3:1])[CH:6]=[CH:5][N:4]=2)[CH2:10][CH2:11][CH2:12]1)[CH2:34][CH2:35][CH2:36][CH3:37])[C:22](=[O:23])[NH:24][C@@H:25]([C:27]1[CH:32]=[CH:31][CH:30]=[CH:29][CH:28]=1)[CH3:26], predict the reactants needed to synthesize it. The reactants are: [CH3:1][N:2]1[CH:6]=[CH:5][N:4]=[C:3]1[S:7][CH2:8][C:9]1([CH2:13][OH:14])[CH2:12][CH2:11][CH2:10]1.[C:15](Cl)(Cl)=[O:16].[NH2:19][C@@H:20]([CH2:34][CH2:35][CH2:36][CH3:37])[CH:21]([OH:33])[C:22]([NH:24][C@@H:25]([C:27]1[CH:32]=[CH:31][CH:30]=[CH:29][CH:28]=1)[CH3:26])=[O:23].C(N(CC)C(C)C)(C)C.[Cl-].[Na+]. (5) Given the product [CH3:21][C:16]1([CH3:22])[C:17]([CH3:20])([CH3:19])[O:18][B:14]([C:25]2[C:34]3[C:29](=[CH:30][CH:31]=[CH:32][CH:33]=3)[C:28](=[O:35])[N:27]([CH2:36][C:37]([F:40])([F:39])[F:38])[CH:26]=2)[O:15]1, predict the reactants needed to synthesize it. The reactants are: C(N1C=C([B:14]2[O:18][C:17]([CH3:20])([CH3:19])[C:16]([CH3:22])([CH3:21])[O:15]2)C2C(=CC=CC=2)C1=O)(C)C.I[C:25]1[C:34]2[C:29](=[CH:30][CH:31]=[CH:32][CH:33]=2)[C:28](=[O:35])[N:27]([CH2:36][C:37]([F:40])([F:39])[F:38])[CH:26]=1.